Dataset: Full USPTO retrosynthesis dataset with 1.9M reactions from patents (1976-2016). Task: Predict the reactants needed to synthesize the given product. (1) Given the product [OH:7][CH:4]1[CH2:5][CH2:6][N:1]([CH2:9][C:10]([O:12][CH2:13][C:14]2[CH:19]=[CH:18][CH:17]=[CH:16][CH:15]=2)=[O:11])[CH2:2][CH2:3]1, predict the reactants needed to synthesize it. The reactants are: [NH:1]1[CH2:6][CH2:5][CH:4]([OH:7])[CH2:3][CH2:2]1.Br[CH2:9][C:10]([O:12][CH2:13][C:14]1[CH:19]=[CH:18][CH:17]=[CH:16][CH:15]=1)=[O:11].C(N(CC)CC)C.O. (2) Given the product [C:17]([OH:24])(=[O:1])[CH:22]=[CH2:21].[NH2:34][C:35]([O:30][CH2:29][CH3:31])=[O:36], predict the reactants needed to synthesize it. The reactants are: [O:1]=C=NC1CC(C)(C)CC(C)(CN=C=O)C1.[C:17]1(=[O:24])[CH:22]=[CH:21][C:17](=[O:24])[CH:22]=[CH:21]1.C1(O)C(=C[C:29](=[CH:31]C=1)[OH:30])C.[N-:34]=[C:35]=[O:36].